This data is from NCI-60 drug combinations with 297,098 pairs across 59 cell lines. The task is: Regression. Given two drug SMILES strings and cell line genomic features, predict the synergy score measuring deviation from expected non-interaction effect. (1) Drug 1: C1=CN(C(=O)N=C1N)C2C(C(C(O2)CO)O)O.Cl. Drug 2: CC1=C2C(C(=O)C3(C(CC4C(C3C(C(C2(C)C)(CC1OC(=O)C(C(C5=CC=CC=C5)NC(=O)OC(C)(C)C)O)O)OC(=O)C6=CC=CC=C6)(CO4)OC(=O)C)O)C)O. Cell line: HCT116. Synergy scores: CSS=46.0, Synergy_ZIP=3.27, Synergy_Bliss=-0.595, Synergy_Loewe=-5.83, Synergy_HSA=-1.87. (2) Drug 1: CC1(CCCN1)C2=NC3=C(C=CC=C3N2)C(=O)N. Drug 2: CNC(=O)C1=NC=CC(=C1)OC2=CC=C(C=C2)NC(=O)NC3=CC(=C(C=C3)Cl)C(F)(F)F. Cell line: T-47D. Synergy scores: CSS=46.3, Synergy_ZIP=15.5, Synergy_Bliss=16.8, Synergy_Loewe=1.07, Synergy_HSA=14.7. (3) Drug 1: CC1OCC2C(O1)C(C(C(O2)OC3C4COC(=O)C4C(C5=CC6=C(C=C35)OCO6)C7=CC(=C(C(=C7)OC)O)OC)O)O. Drug 2: CS(=O)(=O)CCNCC1=CC=C(O1)C2=CC3=C(C=C2)N=CN=C3NC4=CC(=C(C=C4)OCC5=CC(=CC=C5)F)Cl. Cell line: BT-549. Synergy scores: CSS=24.0, Synergy_ZIP=-1.18, Synergy_Bliss=2.37, Synergy_Loewe=-7.75, Synergy_HSA=1.12. (4) Drug 1: COC1=NC(=NC2=C1N=CN2C3C(C(C(O3)CO)O)O)N. Drug 2: CC=C1C(=O)NC(C(=O)OC2CC(=O)NC(C(=O)NC(CSSCCC=C2)C(=O)N1)C(C)C)C(C)C. Cell line: NCI-H322M. Synergy scores: CSS=4.14, Synergy_ZIP=-3.06, Synergy_Bliss=-0.887, Synergy_Loewe=-25.7, Synergy_HSA=-5.78. (5) Drug 1: CC1=C(C(=CC=C1)Cl)NC(=O)C2=CN=C(S2)NC3=CC(=NC(=N3)C)N4CCN(CC4)CCO. Drug 2: CC(C)CN1C=NC2=C1C3=CC=CC=C3N=C2N. Cell line: T-47D. Synergy scores: CSS=4.60, Synergy_ZIP=-3.50, Synergy_Bliss=-3.93, Synergy_Loewe=1.78, Synergy_HSA=-1.30. (6) Drug 1: C1CC(=O)NC(=O)C1N2CC3=C(C2=O)C=CC=C3N. Drug 2: C(CN)CNCCSP(=O)(O)O. Cell line: NCI-H522. Synergy scores: CSS=2.18, Synergy_ZIP=-2.51, Synergy_Bliss=-4.18, Synergy_Loewe=-9.54, Synergy_HSA=-4.88. (7) Drug 1: CC(C1=C(C=CC(=C1Cl)F)Cl)OC2=C(N=CC(=C2)C3=CN(N=C3)C4CCNCC4)N. Drug 2: CCC1(C2=C(COC1=O)C(=O)N3CC4=CC5=C(C=CC(=C5CN(C)C)O)N=C4C3=C2)O.Cl. Cell line: OVCAR-8. Synergy scores: CSS=11.2, Synergy_ZIP=-6.22, Synergy_Bliss=0.797, Synergy_Loewe=-23.0, Synergy_HSA=0.668. (8) Drug 1: CC1=C(C=C(C=C1)NC(=O)C2=CC=C(C=C2)CN3CCN(CC3)C)NC4=NC=CC(=N4)C5=CN=CC=C5. Drug 2: CN(CCCl)CCCl.Cl. Cell line: T-47D. Synergy scores: CSS=31.9, Synergy_ZIP=-6.90, Synergy_Bliss=0.752, Synergy_Loewe=-8.38, Synergy_HSA=2.41. (9) Drug 1: CC1OCC2C(O1)C(C(C(O2)OC3C4COC(=O)C4C(C5=CC6=C(C=C35)OCO6)C7=CC(=C(C(=C7)OC)O)OC)O)O. Drug 2: CN(C)C1=NC(=NC(=N1)N(C)C)N(C)C. Cell line: NCI-H322M. Synergy scores: CSS=1.72, Synergy_ZIP=-0.810, Synergy_Bliss=-7.18, Synergy_Loewe=-13.9, Synergy_HSA=-9.31.